From a dataset of Catalyst prediction with 721,799 reactions and 888 catalyst types from USPTO. Predict which catalyst facilitates the given reaction. Reactant: [CH2:1](Br)[CH:2]([CH3:4])[CH3:3].[C:6]([C:8]1[CH:9]=[C:10]([CH:16]=[CH:17][C:18]=1O)[C:11]([O:13][CH2:14][CH3:15])=[O:12])#[N:7].C(=O)([O-])[O-].[K+].[K+]. Product: [C:6]([C:8]1[CH:9]=[C:10]([CH:16]=[CH:17][C:18]=1[CH2:1][CH:2]([CH3:4])[CH3:3])[C:11]([O:13][CH2:14][CH3:15])=[O:12])#[N:7]. The catalyst class is: 3.